The task is: Predict the product of the given reaction.. This data is from Forward reaction prediction with 1.9M reactions from USPTO patents (1976-2016). (1) Given the reactants Cl[C:2]1[N:13]=[C:12]2[N:14]3[C:8](=[N:9][C:10](Cl)=[N:11]2)[N:7]=[C:6](Cl)[N:5]=[C:4]3[N:3]=1.[NH2:17][C:18]1[CH:30]=[CH:29][C:21]([C:22]([O:24][CH2:25][CH2:26][CH2:27][CH3:28])=[O:23])=[CH:20][CH:19]=1.[NH2:31][C:32]1[CH:37]=[CH:36][C:35]([C:38]2[CH:43]=[CH:42][CH:41]=[CH:40][CH:39]=2)=[CH:34][CH:33]=1, predict the reaction product. The product is: [C:35]1([C:38]2[CH:43]=[CH:42][CH:41]=[CH:40][CH:39]=2)[CH:34]=[CH:33][C:32]([NH:31][C:2]2[N:13]=[C:12]3[N:14]4[C:8](=[N:9][C:10]([NH:31][C:32]5[CH:33]=[CH:34][C:35]([C:38]6[CH:43]=[CH:42][CH:41]=[CH:40][CH:39]=6)=[CH:36][CH:37]=5)=[N:11]3)[N:7]=[C:6]([NH:17][C:18]3[CH:19]=[CH:20][C:21]([C:22]([O:24][CH2:25][CH2:26][CH2:27][CH3:28])=[O:23])=[CH:29][CH:30]=3)[N:5]=[C:4]4[N:3]=2)=[CH:37][CH:36]=1. (2) Given the reactants [OH:1][N:2]=[C:3](Cl)[C:4]1[CH:9]=[CH:8][CH:7]=[N:6][CH:5]=1.[Cl:11][C:12]1[CH:17]=[CH:16][C:15]([C:18]#[CH:19])=[CH:14][C:13]=1[Cl:20].N, predict the reaction product. The product is: [Cl:20][C:13]1[CH:14]=[C:15]([C:18]2[O:1][N:2]=[C:3]([C:4]3[CH:5]=[N:6][CH:7]=[CH:8][CH:9]=3)[CH:19]=2)[CH:16]=[CH:17][C:12]=1[Cl:11].